This data is from Catalyst prediction with 721,799 reactions and 888 catalyst types from USPTO. The task is: Predict which catalyst facilitates the given reaction. (1) Reactant: [C:1]([NH:6][CH2:7][C:8]([O:10][CH:11]1[CH2:16][CH2:15][CH:14]([CH2:17][CH2:18][Si:19]([CH3:30])([O:25][Si:26]([CH3:29])([CH3:28])[CH3:27])[O:20][Si:21]([CH3:24])([CH3:23])[CH3:22])[CH2:13][CH:12]1[OH:31])=[O:9])(=[O:5])[C:2]([CH3:4])=[CH2:3].C1(C)C=CC=CC=1.[C:39]1(=[O:45])[O:44][C:42](=[O:43])[CH2:41][CH2:40]1.C1(C=CC(O)=CC=1)O. Product: [CH3:29][Si:26]([CH3:27])([CH3:28])[O:25][Si:19]([CH2:18][CH2:17][CH:14]1[CH2:13][CH:12]([O:31][C:39](=[O:45])[CH2:40][CH2:41][C:42]([OH:44])=[O:43])[CH:11]([O:10][C:8](=[O:9])[CH2:7][NH:6][C:1](=[O:5])[C:2]([CH3:4])=[CH2:3])[CH2:16][CH2:15]1)([CH3:30])[O:20][Si:21]([CH3:24])([CH3:23])[CH3:22]. The catalyst class is: 542. (2) The catalyst class is: 3. Reactant: [CH2:1]([O:8][C:9]1[CH:14]=[CH:13][C:12]([C:15](=[O:17])[CH3:16])=[C:11]([OH:18])[CH:10]=1)[C:2]1[CH:7]=[CH:6][CH:5]=[CH:4][CH:3]=1.[H-].[Na+].CC1C=CC(S(O[CH2:32][C@H:33]2[CH2:35][O:34]2)(=O)=O)=CC=1. Product: [CH2:1]([O:8][C:9]1[CH:14]=[CH:13][C:12]([C:15](=[O:17])[CH3:16])=[C:11]([O:18][CH2:32][C@H:33]2[CH2:35][O:34]2)[CH:10]=1)[C:2]1[CH:3]=[CH:4][CH:5]=[CH:6][CH:7]=1. (3) Reactant: C(N(S(F)(F)[F:7])CC)C.[Br:10][C:11]1[N:12]=[C:13]([C:16]2(O)[CH2:21][CH2:20][N:19]([C:22]([O:24][C:25]([CH3:28])([CH3:27])[CH3:26])=[O:23])[CH2:18][CH2:17]2)[S:14][CH:15]=1. Product: [Br:10][C:11]1[N:12]=[C:13]([C:16]2([F:7])[CH2:21][CH2:20][N:19]([C:22]([O:24][C:25]([CH3:28])([CH3:27])[CH3:26])=[O:23])[CH2:18][CH2:17]2)[S:14][CH:15]=1. The catalyst class is: 4.